Dataset: Reaction yield outcomes from USPTO patents with 853,638 reactions. Task: Predict the reaction yield, written as a fraction of the theoretical maximum amount of product (1.0 means a 100% yield; for example, 0.34 means a 34% yield). (1) The reactants are Br[CH:2](Br)[C:3]1[N:4]([C:28]2[CH:33]=[CH:32][C:31]([O:34][CH3:35])=[CH:30][CH:29]=2)[C:5](=[O:27])[C:6]([CH2:12][C:13]2[CH:18]=[CH:17][C:16]([C:19]3[C:20]([C:25]#[N:26])=[CH:21][CH:22]=[CH:23][CH:24]=3)=[CH:15][CH:14]=2)=[C:7]([CH2:9][CH2:10][CH3:11])[N:8]=1.[F-:37].C([N+](CCCC)(CCCC)CCCC)CCC. The catalyst is O1CCCC1. The product is [F:37][CH2:2][C:3]1[N:4]([C:28]2[CH:33]=[CH:32][C:31]([O:34][CH3:35])=[CH:30][CH:29]=2)[C:5](=[O:27])[C:6]([CH2:12][C:13]2[CH:18]=[CH:17][C:16]([C:19]3[C:20]([C:25]#[N:26])=[CH:21][CH:22]=[CH:23][CH:24]=3)=[CH:15][CH:14]=2)=[C:7]([CH2:9][CH2:10][CH3:11])[N:8]=1. The yield is 0.270. (2) The reactants are [O:1]([C:8]1[C:9]([NH:21][C:22]2[S:26][N:25]=[C:24]([CH:27]3[CH2:32][CH2:31][NH:30][CH2:29][CH2:28]3)[N:23]=2)=[N:10][CH:11]=[C:12]([S:14][C:15]2[CH:20]=[CH:19][CH:18]=[CH:17][N:16]=2)[CH:13]=1)[C:2]1[CH:7]=[CH:6][CH:5]=[CH:4][CH:3]=1.N1C=CC=CC=1.C(O)(=O)C.[O-:43][C:44]#[N:45].[K+].[ClH:47]. The catalyst is C(Cl)Cl.O. The product is [ClH:47].[ClH:47].[O:1]([C:8]1[C:9]([NH:21][C:22]2[S:26][N:25]=[C:24]([CH:27]3[CH2:32][CH2:31][N:30]([C:44]([NH2:45])=[O:43])[CH2:29][CH2:28]3)[N:23]=2)=[N:10][CH:11]=[C:12]([S:14][C:15]2[CH:20]=[CH:19][CH:18]=[CH:17][N:16]=2)[CH:13]=1)[C:2]1[CH:7]=[CH:6][CH:5]=[CH:4][CH:3]=1. The yield is 0.484. (3) The reactants are [CH3:1][N:2]([CH3:21])[C:3]1[N:8]=[C:7]([CH3:9])[C:6]([CH2:10][C:11]([O:13][CH3:14])=[O:12])=[C:5]([C:15]2[CH:20]=[CH:19][CH:18]=[CH:17][CH:16]=2)[N:4]=1.[Li+].C[Si]([N-][Si](C)(C)C)(C)C.I[CH2:33][CH2:34][CH3:35]. The catalyst is CN(C=O)C. The product is [CH3:21][N:2]([CH3:1])[C:3]1[N:8]=[C:7]([CH3:9])[C:6]([CH:10]([CH2:33][CH2:34][CH3:35])[C:11]([O:13][CH3:14])=[O:12])=[C:5]([C:15]2[CH:20]=[CH:19][CH:18]=[CH:17][CH:16]=2)[N:4]=1. The yield is 0.790. (4) The reactants are [S:1](Cl)(Cl)(=[O:3])=[O:2].[C:6]1([C:12]2[N:13]=[CH:14][S:15][C:16]=2[N:17]2C(=O)C3=CC=CC=C3C2=O)[CH:11]=[CH:10][CH:9]=[CH:8][CH:7]=1.[NH3:28]. The catalyst is ClCCl.CO. The product is [NH2:17][C:16]1[S:15][C:14]([S:1]([NH2:28])(=[O:3])=[O:2])=[N:13][C:12]=1[C:6]1[CH:11]=[CH:10][CH:9]=[CH:8][CH:7]=1.[NH2:17][C:16]1[S:15][CH:14]=[N:13][C:12]=1[C:6]1[CH:11]=[CH:10][CH:9]=[CH:8][CH:7]=1. The yield is 0.360. (5) The reactants are Cl[C:2]1[N:11]=[CH:10][C:9]2[N:8]3[CH:12]=[N:13][N:14]=[C:7]3[C@@H:6]([CH2:15][CH3:16])[N:5]([CH:17]3[CH2:21][CH2:20][CH2:19][CH2:18]3)[C:4]=2[N:3]=1.[OH-].[NH4+:23]. No catalyst specified. The product is [CH:17]1([N:5]2[C:4]3[N:3]=[C:2]([NH2:23])[N:11]=[CH:10][C:9]=3[N:8]3[CH:12]=[N:13][N:14]=[C:7]3[C@H:6]2[CH2:15][CH3:16])[CH2:21][CH2:20][CH2:19][CH2:18]1. The yield is 0.360. (6) The reactants are [OH:1][CH2:2][C:3]1[N:8]=[CH:7][C:6]([OH:9])=[C:5]([SH:10])[CH:4]=1.Br[CH2:12]Br. The catalyst is CN(C=O)C.C(=O)([O-])[O-].[K+].[K+]. The product is [S:10]1[C:5]2[CH:4]=[C:3]([CH2:2][OH:1])[N:8]=[CH:7][C:6]=2[O:9][CH2:12]1. The yield is 0.700. (7) The reactants are C([O-])([O-])=O.[K+].[K+].Cl[C:8]1[CH:17]=[C:16]([C:18]([NH:20][CH2:21][C@H:22]2[CH2:27][CH2:26][C@H:25]([CH2:28][NH:29][C:30](=[O:36])[O:31][C:32]([CH3:35])([CH3:34])[CH3:33])[CH2:24][CH2:23]2)=[O:19])[C:15]2[C:10](=[CH:11][CH:12]=[CH:13][CH:14]=2)[N:9]=1.[OH:37][C:38]1[CH:43]=[CH:42][C:41](B(O)O)=[CH:40][CH:39]=1. The catalyst is O.O1CCOCC1.C1C=CC([P]([Pd]([P](C2C=CC=CC=2)(C2C=CC=CC=2)C2C=CC=CC=2)([P](C2C=CC=CC=2)(C2C=CC=CC=2)C2C=CC=CC=2)[P](C2C=CC=CC=2)(C2C=CC=CC=2)C2C=CC=CC=2)(C2C=CC=CC=2)C2C=CC=CC=2)=CC=1. The product is [OH:37][C:38]1[CH:43]=[CH:42][C:41]([C:8]2[CH:17]=[C:16]([C:18]([NH:20][CH2:21][C@H:22]3[CH2:27][CH2:26][C@H:25]([CH2:28][NH:29][C:30](=[O:36])[O:31][C:32]([CH3:35])([CH3:34])[CH3:33])[CH2:24][CH2:23]3)=[O:19])[C:15]3[C:10](=[CH:11][CH:12]=[CH:13][CH:14]=3)[N:9]=2)=[CH:40][CH:39]=1. The yield is 0.860.